Regression/Classification. Given a drug SMILES string, predict its toxicity properties. Task type varies by dataset: regression for continuous values (e.g., LD50, hERG inhibition percentage) or binary classification for toxic/non-toxic outcomes (e.g., AMES mutagenicity, cardiotoxicity, hepatotoxicity). Dataset: ames. From a dataset of Ames mutagenicity test results for genotoxicity prediction. (1) The drug is CC1=CC(=O)C=C(C)C1=O. The result is 0 (non-mutagenic). (2) The drug is Cc1ccc(N)cc1. The result is 1 (mutagenic). (3) The drug is c1ccc2c(c1)ccc1nc3c(ccc4ccccc43)cc12. The result is 1 (mutagenic). (4) The drug is Cn1c(N)nc2c3nc(-c4ccccc4)c(-c4ccccc4)nc3ccc21. The result is 0 (non-mutagenic).